Predict the reaction yield, written as a fraction of the theoretical maximum amount of product (1.0 means a 100% yield; for example, 0.34 means a 34% yield). From a dataset of Reaction yield outcomes from USPTO patents with 853,638 reactions. (1) The reactants are [CH3:1][O:2][C:3]1[CH:4]=[C:5]([CH2:11][CH2:12][CH2:13][C:14](O)=[O:15])[CH:6]=[CH:7][C:8]=1[O:9][CH3:10].B.C1COCC1. The catalyst is C1COCC1. The product is [CH3:1][O:2][C:3]1[CH:4]=[C:5]([CH2:11][CH2:12][CH2:13][CH2:14][OH:15])[CH:6]=[CH:7][C:8]=1[O:9][CH3:10]. The yield is 0.990. (2) The reactants are [O:1]=[C:2]1[C:11]2[CH:10]=[C:9]([O:12][CH:13]([CH3:15])[CH3:14])[CH:8]=[C:7]([C:16]([O:18][CH3:19])=[O:17])[C:6]=2[CH2:5][CH2:4][NH:3]1.C1C(=O)N([Cl:27])C(=O)C1. The catalyst is CC(O)=O. The product is [Cl:27][C:10]1[C:11]2[C:2](=[O:1])[NH:3][CH2:4][CH2:5][C:6]=2[C:7]([C:16]([O:18][CH3:19])=[O:17])=[CH:8][C:9]=1[O:12][CH:13]([CH3:15])[CH3:14]. The yield is 0.400. (3) The reactants are [OH:1][CH2:2][CH2:3][N:4]1[CH2:8][CH2:7][CH2:6][C:5]1=[O:9].C1(P(C2C=CC=CC=2)C2C=CC=CC=2)C=CC=CC=1.[Br:29][C:30]1[CH:35]=[CH:34][N:33]=[C:32](O)[CH:31]=1.CC(OC(/N=N/C(OC(C)C)=O)=O)C. The catalyst is C1COCC1.CCOC(C)=O.O. The product is [Br:29][C:30]1[CH:35]=[CH:34][N:33]=[C:32]([O:1][CH2:2][CH2:3][N:4]2[CH2:8][CH2:7][CH2:6][C:5]2=[O:9])[CH:31]=1. The yield is 0.598. (4) The catalyst is C1COCC1. The reactants are [CH3:1][C:2]1[C:6]2[CH:7]=[CH:8][CH:9]=[CH:10][C:5]=2[O:4][C:3]=1[C:11](=O)[CH3:12].[CH3:14][C:15]([S@:18]([NH2:20])=[O:19])([CH3:17])[CH3:16].[Na+].[Cl-]. The yield is 0.520. The product is [CH3:1][C:2]1[C:6]2[CH:7]=[CH:8][CH:9]=[CH:10][C:5]=2[O:4][C:3]=1[C:11](=[N:20][S@@:18]([C:15]([CH3:17])([CH3:16])[CH3:14])=[O:19])[CH3:12]. (5) The reactants are [H-].[Na+].[CH2:3]([O:10][C:11]1[C:16]([OH:17])=[CH:15][CH:14]=[CH:13][C:12]=1[C:18]1[C:23]([Cl:24])=[CH:22][CH:21]=[CH:20][C:19]=1[Cl:25])[C:4]1[CH:9]=[CH:8][CH:7]=[CH:6][CH:5]=1.S([C:30]1[CH:36]=CC(C)=C[CH:31]=1)([O-])(=O)=O.CN(C=[O:41])C. No catalyst specified. The product is [CH2:3]([O:10][C:11]1[C:16]([O:17][CH2:31][C@H:30]2[CH2:36][O:41]2)=[CH:15][CH:14]=[CH:13][C:12]=1[C:18]1[C:19]([Cl:25])=[CH:20][CH:21]=[CH:22][C:23]=1[Cl:24])[C:4]1[CH:5]=[CH:6][CH:7]=[CH:8][CH:9]=1. The yield is 0.860.